From a dataset of Reaction yield outcomes from USPTO patents with 853,638 reactions. Predict the reaction yield, written as a fraction of the theoretical maximum amount of product (1.0 means a 100% yield; for example, 0.34 means a 34% yield). (1) The reactants are [Cl:1][C:2]1[C:7]([F:8])=[CH:6][CH:5]=[CH:4][N:3]=1.C([N-]C(C)C)(C)C.[Li+].[C:17]1([S:23][S:23][C:17]2[CH:22]=[CH:21][CH:20]=[CH:19][CH:18]=2)[CH:22]=[CH:21][CH:20]=[CH:19][CH:18]=1.C(OCC)(=O)C. The catalyst is C1COCC1. The product is [Cl:1][C:2]1[C:7]([F:8])=[C:6]([S:23][C:17]2[CH:22]=[CH:21][CH:20]=[CH:19][CH:18]=2)[CH:5]=[CH:4][N:3]=1. The yield is 0.723. (2) The reactants are [CH2:1]([O:8][C:9]1[CH:10]=[CH:11][C:12](Br)=[N:13][CH:14]=1)[C:2]1[CH:7]=[CH:6][CH:5]=[CH:4][CH:3]=1.C1(P(C2C=CC=CC=2)C2C=CC=CC=2OC2C=CC=CC=2P(C2C=CC=CC=2)C2C=CC=CC=2)C=CC=CC=1.[NH2:55][C:56]1[S:57][CH:58]=[CH:59][N:60]=1.C1(C)C=CC=CC=1. The catalyst is C1C=CC(/C=C/C(/C=C/C2C=CC=CC=2)=O)=CC=1.C1C=CC(/C=C/C(/C=C/C2C=CC=CC=2)=O)=CC=1.C1C=CC(/C=C/C(/C=C/C2C=CC=CC=2)=O)=CC=1.[Pd].[Pd].C(OCC)(=O)C. The product is [CH2:1]([O:8][C:9]1[CH:10]=[CH:11][C:12]([NH:55][C:56]2[S:57][CH:58]=[CH:59][N:60]=2)=[N:13][CH:14]=1)[C:2]1[CH:7]=[CH:6][CH:5]=[CH:4][CH:3]=1. The yield is 0.340. (3) The reactants are [F:1][C:2]1[CH:7]=[CH:6][CH:5]=[C:4]([F:8])[C:3]=1[C:9]1[NH:17][C:16]2[CH2:15][CH2:14][NH:13][CH2:12][C:11]=2[C:10]=1[F:18].C(O)(C(F)(F)F)=O. The catalyst is C(Cl)Cl. The product is [F:1][C:2]1[CH:7]=[CH:6][CH:5]=[C:4]([F:8])[C:3]=1[C:9]1[NH:17][C:16]2[CH:15]=[CH:14][N:13]=[CH:12][C:11]=2[C:10]=1[F:18]. The yield is 0.910. (4) The reactants are [O:1]=[C:2]1[C:7]([CH2:8][CH2:9][C:10]([OH:12])=[O:11])=[CH:6][CH2:5][CH2:4][NH:3]1.[CH2:13](ON)[C:14]1[CH:19]=CC=C[CH:15]=1.Cl.C([N:26]([CH:28]([CH3:30])[CH3:29])C)(C)C.[CH2:31](Cl)CCl. The catalyst is CN(C=O)C.CN(C1C=CN=CC=1)C.C(OCC)(=O)C. The product is [CH3:31][O:11][C:10](=[O:12])[CH2:9][CH2:8][C:7]1[C:2](=[O:1])[N:3]([CH2:19][C:14]2[CH:15]=[CH:29][C:28]([NH2:26])=[CH:30][CH:13]=2)[CH2:4][CH2:5][CH:6]=1. The yield is 0.550. (5) The reactants are [F:1][C:2]1[CH:7]=[CH:6][CH:5]=[C:4]([O:8][CH3:9])[C:3]=1[OH:10].F[C:12]1[CH:19]=[CH:18][C:15]([CH:16]=[O:17])=[CH:14][C:13]=1[N+:20]([O-:22])=[O:21].[CH:23]([C:25]1[CH:26]=[CH:27][C:28]([O:32][C:33]2[C:38]([O:39][CH3:40])=[CH:37][CH:36]=[CH:35][C:34]=2[F:41])=[C:29]([CH:31]=1)[NH2:30])=[O:24].[NH2:42][C:43]1[S:44][CH:45]=[CH:46][N:47]=1. No catalyst specified. The product is [F:1][C:2]1[CH:7]=[CH:6][CH:5]=[C:4]([O:8][CH3:9])[C:3]=1[O:10][C:12]1[CH:19]=[CH:18][C:15]([CH:16]=[O:17])=[CH:14][C:13]=1[N+:20]([O-:22])=[O:21].[F:41][C:34]1[CH:35]=[CH:36][CH:37]=[C:38]([O:39][CH3:40])[C:33]=1[O:32][C:28]1[CH:27]=[CH:26][C:25]([CH:23]=[O:24])=[CH:31][C:29]=1[NH:30][C:3]([NH:42][C:43]1[S:44][CH:45]=[CH:46][N:47]=1)=[O:10]. The yield is 0.700.